Dataset: NCI-60 drug combinations with 297,098 pairs across 59 cell lines. Task: Regression. Given two drug SMILES strings and cell line genomic features, predict the synergy score measuring deviation from expected non-interaction effect. (1) Drug 1: C1=CC(=CC=C1CCC2=CNC3=C2C(=O)NC(=N3)N)C(=O)NC(CCC(=O)O)C(=O)O. Drug 2: CC1C(C(CC(O1)OC2CC(CC3=C2C(=C4C(=C3O)C(=O)C5=CC=CC=C5C4=O)O)(C(=O)C)O)N)O. Cell line: M14. Synergy scores: CSS=54.0, Synergy_ZIP=1.39, Synergy_Bliss=-5.30, Synergy_Loewe=-4.51, Synergy_HSA=0.410. (2) Drug 1: CC(C1=C(C=CC(=C1Cl)F)Cl)OC2=C(N=CC(=C2)C3=CN(N=C3)C4CCNCC4)N. Drug 2: CC1C(C(CC(O1)OC2CC(CC3=C2C(=C4C(=C3O)C(=O)C5=C(C4=O)C(=CC=C5)OC)O)(C(=O)CO)O)N)O.Cl. Cell line: SK-OV-3. Synergy scores: CSS=15.7, Synergy_ZIP=-1.58, Synergy_Bliss=-3.66, Synergy_Loewe=-13.4, Synergy_HSA=-3.06.